From a dataset of Full USPTO retrosynthesis dataset with 1.9M reactions from patents (1976-2016). Predict the reactants needed to synthesize the given product. (1) The reactants are: [C:1]([O:5][C:6]([N:8]1[CH2:13][C@H:12]([CH2:14][N:15]2[CH2:20][CH2:19][O:18][CH2:17][C@H:16]2[CH3:21])[N:11]([CH2:22][C:23]([OH:25])=O)[CH2:10][C@H:9]1[CH3:26])=[O:7])([CH3:4])([CH3:3])[CH3:2].[F:27][C:28]1[CH:45]=[CH:44][CH:43]=[CH:42][C:29]=1[CH2:30][C:31]1[CH:32]=[C:33]2[NH:39][CH2:38][C:37]([CH3:41])([CH3:40])[C:34]2=[N:35][CH:36]=1.CN(C(ON1N=NC2C=CC=NC1=2)=[N+](C)C)C.F[P-](F)(F)(F)(F)F.C(N(CC)C(C)C)(C)C.C(=O)([O-])O.[Na+]. Given the product [C:1]([O:5][C:6]([N:8]1[CH2:13][C@H:12]([CH2:14][N:15]2[CH2:20][CH2:19][O:18][CH2:17][C@H:16]2[CH3:21])[N:11]([CH2:22][C:23]([N:39]2[C:33]3[C:34](=[N:35][CH:36]=[C:31]([CH2:30][C:29]4[CH:42]=[CH:43][CH:44]=[CH:45][C:28]=4[F:27])[CH:32]=3)[C:37]([CH3:41])([CH3:40])[CH2:38]2)=[O:25])[CH2:10][C@H:9]1[CH3:26])=[O:7])([CH3:3])([CH3:4])[CH3:2], predict the reactants needed to synthesize it. (2) Given the product [N+:1]([C:4]1[N:5]=[C:6]2[N:31]([CH:32]=1)[CH2:30][C:8]1([CH2:9][CH2:10][N:11]([C:14](=[O:29])[CH2:15][N:16]3[CH2:21][CH2:20][N:19]([CH2:22][C:42]([NH:44][C:45]4[CH:46]=[CH:47][C:48]([C:51]([F:52])([F:53])[F:54])=[CH:49][CH:50]=4)=[O:43])[CH2:18][CH2:17]3)[CH2:12][CH2:13]1)[O:7]2)([O-:3])=[O:2], predict the reactants needed to synthesize it. The reactants are: [N+:1]([C:4]1[N:5]=[C:6]2[N:31]([CH:32]=1)[CH2:30][C:8]1([CH2:13][CH2:12][N:11]([C:14](=[O:29])[CH2:15][N:16]3[CH2:21][CH2:20][N:19]([C:22](OC(C)(C)C)=O)[CH2:18][CH2:17]3)[CH2:10][CH2:9]1)[O:7]2)([O-:3])=[O:2].FC(F)(F)C(O)=O.BrC[C:42]([NH:44][C:45]1[CH:50]=[CH:49][C:48]([C:51]([F:54])([F:53])[F:52])=[CH:47][CH:46]=1)=[O:43].C(N(CC)CC)C.